Dataset: Peptide-MHC class I binding affinity with 185,985 pairs from IEDB/IMGT. Task: Regression. Given a peptide amino acid sequence and an MHC pseudo amino acid sequence, predict their binding affinity value. This is MHC class I binding data. (1) The peptide sequence is YSEESPTEY. The MHC is HLA-A26:01 with pseudo-sequence HLA-A26:01. The binding affinity (normalized) is 0. (2) The peptide sequence is RRGPEQTQG. The MHC is HLA-B40:01 with pseudo-sequence HLA-B40:01. The binding affinity (normalized) is 0.0847. (3) The peptide sequence is TNPYPTGPG. The MHC is Mamu-B03 with pseudo-sequence Mamu-B03. The binding affinity (normalized) is 0. (4) The MHC is Mamu-A11 with pseudo-sequence Mamu-A11. The binding affinity (normalized) is 0.426. The peptide sequence is GELIRILQRA. (5) The peptide sequence is DYDDVVHEV. The MHC is HLA-B15:17 with pseudo-sequence HLA-B15:17. The binding affinity (normalized) is 0.0847. (6) The peptide sequence is KTVLFGRVM. The MHC is HLA-B15:17 with pseudo-sequence HLA-B15:17. The binding affinity (normalized) is 0.939. (7) The peptide sequence is YSYATHHDK. The MHC is HLA-A11:01 with pseudo-sequence HLA-A11:01. The binding affinity (normalized) is 0.684. (8) The peptide sequence is GVLPLLLLYS. The MHC is HLA-A02:06 with pseudo-sequence HLA-A02:06. The binding affinity (normalized) is 0.751. (9) The peptide sequence is FSSQLGLFY. The MHC is HLA-B18:01 with pseudo-sequence HLA-B18:01. The binding affinity (normalized) is 0.213. (10) The peptide sequence is APAKKAAAK. The MHC is HLA-A30:01 with pseudo-sequence HLA-A30:01. The binding affinity (normalized) is 0.0847.